Dataset: Full USPTO retrosynthesis dataset with 1.9M reactions from patents (1976-2016). Task: Predict the reactants needed to synthesize the given product. (1) Given the product [Cl:33][C:30]1[CH:29]=[CH:28][C:27]([C:22]2[CH:23]=[C:24]([CH3:26])[N:25]=[C:20]([N:18]3[CH:19]=[C:15]([C:11]4[CH:10]=[C:9]([S:6]([NH2:5])(=[O:7])=[O:8])[CH:14]=[CH:13][CH:12]=4)[N:16]=[CH:17]3)[N:21]=2)=[CH:32][CH:31]=1, predict the reactants needed to synthesize it. The reactants are: C([NH:5][S:6]([C:9]1[CH:14]=[CH:13][CH:12]=[C:11]([C:15]2[N:16]=[CH:17][N:18]([C:20]3[N:25]=[C:24]([CH3:26])[CH:23]=[C:22]([C:27]4[CH:32]=[CH:31][C:30]([Cl:33])=[CH:29][CH:28]=4)[N:21]=3)[CH:19]=2)[CH:10]=1)(=[O:8])=[O:7])(C)(C)C.C(O)(C(F)(F)F)=O. (2) Given the product [CH3:4][C:3]1([CH3:5])[NH:14][C:13](=[O:15])[C:8]2([CH2:12][CH2:11][CH2:10][CH2:9]2)[NH:1][CH2:2]1, predict the reactants needed to synthesize it. The reactants are: [NH2:1][CH2:2][C:3](N)([CH3:5])[CH3:4].O[C:8]1([C:13]#[N:14])[CH2:12][CH2:11][CH2:10][CH2:9]1.[OH2:15]. (3) Given the product [Br:1][C:2]1[CH:3]=[C:4]2[C:9](=[CH:10][CH:11]=1)[N:8]=[C:7]([NH:12][C:13](=[O:15])[CH3:14])[CH:6]=[C:5]2[O:16][CH2:17][CH3:18], predict the reactants needed to synthesize it. The reactants are: [Br:1][C:2]1[CH:3]=[C:4]2[C:9](=[CH:10][CH:11]=1)[N:8]=[C:7]([NH:12][C:13](=[O:15])[CH3:14])[CH:6]=[C:5]2[OH:16].[CH2:17](I)[CH3:18].C(=O)([O-])[O-].[K+].[K+]. (4) The reactants are: Br[C:2]1[CH:7]=[C:6]([F:8])[C:5]([C:9]([N:11]2[CH2:16][CH2:15][N:14]([C:17]3[C:22]([CH3:23])=[CH:21][C:20]([CH3:24])=[CH:19][N:18]=3)[CH2:13][CH2:12]2)=[O:10])=[C:4]([F:25])[CH:3]=1.[C:26]([N:29]1[CH2:33][CH2:32][NH:31][C:30]1=[O:34])(=[O:28])[CH3:27]. Given the product [C:26]([N:29]1[CH2:33][CH2:32][N:31]([C:2]2[CH:7]=[C:6]([F:8])[C:5]([C:9]([N:11]3[CH2:16][CH2:15][N:14]([C:17]4[C:22]([CH3:23])=[CH:21][C:20]([CH3:24])=[CH:19][N:18]=4)[CH2:13][CH2:12]3)=[O:10])=[C:4]([F:25])[CH:3]=2)[C:30]1=[O:34])(=[O:28])[CH3:27], predict the reactants needed to synthesize it. (5) Given the product [Cl:4][C:5]1[C:6]([N:11]2[C:15]([C:16]([NH:18][C:19]3[C:24]([CH3:25])=[CH:23][C:22]([CH3:26])=[CH:21][C:20]=3/[C:27](=[N:2]/[OH:3])/[C:28]([N:30]([CH2:31][CH3:32])[CH2:33][CH3:34])=[O:29])=[O:17])=[CH:14][C:13]([C:36]([F:38])([F:37])[F:39])=[N:12]2)=[N:7][CH:8]=[CH:9][CH:10]=1, predict the reactants needed to synthesize it. The reactants are: Cl.[NH2:2][OH:3].[Cl:4][C:5]1[C:6]([N:11]2[C:15]([C:16]([NH:18][C:19]3[C:24]([CH3:25])=[CH:23][C:22]([CH3:26])=[CH:21][C:20]=3[C:27](=O)[C:28]([N:30]([CH2:33][CH3:34])[CH2:31][CH3:32])=[O:29])=[O:17])=[CH:14][C:13]([C:36]([F:39])([F:38])[F:37])=[N:12]2)=[N:7][CH:8]=[CH:9][CH:10]=1.C([O-])(=O)C.[Na+].